From a dataset of Full USPTO retrosynthesis dataset with 1.9M reactions from patents (1976-2016). Predict the reactants needed to synthesize the given product. (1) Given the product [C:2]1([NH:1][CH2:9][CH2:10][CH2:11][CH2:12][CH2:13][CH2:14][N:15]2[C:16](=[O:25])[C:17]3[C:22](=[CH:21][CH:20]=[CH:19][CH:18]=3)[C:23]2=[O:24])[CH:7]=[CH:6][CH:5]=[CH:4][CH:3]=1, predict the reactants needed to synthesize it. The reactants are: [NH2:1][C:2]1[CH:7]=[CH:6][CH:5]=[CH:4][CH:3]=1.Br[CH2:9][CH2:10][CH2:11][CH2:12][CH2:13][CH2:14][N:15]1[C:23](=[O:24])[C:22]2[C:17](=[CH:18][CH:19]=[CH:20][CH:21]=2)[C:16]1=[O:25].C([O-])([O-])=O.[K+].[K+]. (2) Given the product [C:18]([C@H:22]1[CH2:23][CH2:24][C@H:25]([NH:28][CH2:29][C:30]2[CH:35]=[CH:34][C:33]([C:36]3[CH:41]=[CH:40][CH:39]=[C:38]([C:42]([NH2:44])=[O:43])[CH:37]=3)=[C:32]([F:45])[CH:31]=2)[CH2:26][CH2:27]1)([CH3:21])([CH3:19])[CH3:20], predict the reactants needed to synthesize it. The reactants are: C(C1C=CC(C2C=CC=C(C(N)=O)C=2)=CC=1)=O.[C:18]([C@@H:22]1[CH2:27][CH2:26][C@H:25]([NH:28][CH2:29][C:30]2[CH:35]=[CH:34][C:33]([C:36]3[CH:41]=[CH:40][CH:39]=[C:38]([C:42]([NH2:44])=[O:43])[CH:37]=3)=[C:32]([F:45])[CH:31]=2)[CH2:24][CH2:23]1)([CH3:21])([CH3:20])[CH3:19]. (3) The reactants are: [CH2:1]([C:8]1([N:15]([CH3:17])[CH3:16])[CH2:13][CH2:12][C:11](=O)[CH2:10][CH2:9]1)[C:2]1[CH:7]=[CH:6][CH:5]=[CH:4][CH:3]=1.Cl.CN.[CH2:21]([N:23](CC)CC)C.[OH-].[Na+]. Given the product [CH2:1]([C:8]1([N:15]([CH3:17])[CH3:16])[CH2:13][CH2:12][CH:11]([NH:23][CH3:21])[CH2:10][CH2:9]1)[C:2]1[CH:7]=[CH:6][CH:5]=[CH:4][CH:3]=1, predict the reactants needed to synthesize it. (4) Given the product [F:1][C:2]1[CH:56]=[CH:55][C:5]([CH2:6][C:7]2([C:51]([O:53][CH3:54])=[O:52])[CH2:12][CH2:11][CH2:10][CH:9]([NH:13][C:14]([C:16]3[CH:17]=[C:18]4[C:22](=[CH:23][CH:24]=3)[NH:21][N:20]=[C:19]4[C:44]3[CH:49]=[CH:48][N:47]=[C:46]([CH3:50])[CH:45]=3)=[O:15])[CH2:8]2)=[CH:4][CH:3]=1, predict the reactants needed to synthesize it. The reactants are: [F:1][C:2]1[CH:56]=[CH:55][C:5]([CH2:6][C:7]2([C:51]([O:53][CH3:54])=[O:52])[CH2:12][CH2:11][CH2:10][CH:9]([NH:13][C:14]([C:16]3[CH:17]=[C:18]4[C:22](=[CH:23][CH:24]=3)[N:21](C(C3C=CC=CC=3)(C3C=CC=CC=3)C3C=CC=CC=3)[N:20]=[C:19]4[C:44]3[CH:49]=[CH:48][N:47]=[C:46]([CH3:50])[CH:45]=3)=[O:15])[CH2:8]2)=[CH:4][CH:3]=1.FC(F)(F)C(O)=O.C([SiH](CC)CC)C. (5) The reactants are: [NH:1]([C:8]([O:10][C:11]([CH3:14])([CH3:13])[CH3:12])=[O:9])[C@H:2]([C:5]([OH:7])=[O:6])[CH2:3][OH:4].C([O-])([O-])=O.[K+].[K+].[CH2:21](I)[CH3:22].O. Given the product [C:8]([NH:1][C@H:2]([C:5]([O:7][CH2:21][CH3:22])=[O:6])[CH2:3][OH:4])([O:10][C:11]([CH3:14])([CH3:13])[CH3:12])=[O:9], predict the reactants needed to synthesize it.